This data is from Full USPTO retrosynthesis dataset with 1.9M reactions from patents (1976-2016). The task is: Predict the reactants needed to synthesize the given product. Given the product [CH3:55][O:56][C:57](=[O:60])[CH2:58][NH:59][C:21]([C:17]1[C:16]([CH3:24])=[C:15]([CH:14]=[N:13][N:12]=[C:5]2[C:4]3[C:8](=[CH:9][CH:10]=[C:2]([F:1])[CH:3]=3)[NH:7][C:6]2=[O:11])[NH:19][C:18]=1[CH3:20])=[O:22], predict the reactants needed to synthesize it. The reactants are: [F:1][C:2]1[CH:3]=[C:4]2[C:8](=[CH:9][CH:10]=1)[NH:7][C:6](=[O:11])[C:5]2=[N:12][N:13]=[CH:14][C:15]1[NH:19][C:18]([CH3:20])=[C:17]([C:21](O)=[O:22])[C:16]=1[CH3:24].Cl.C(N=C=NCCCN(C)C)C.OC1C2N=NNC=2C=CC=1.C(N(CC)CC)C.Cl.[CH3:55][O:56][C:57](=[O:60])[CH2:58][NH2:59].